Dataset: Reaction yield outcomes from USPTO patents with 853,638 reactions. Task: Predict the reaction yield, written as a fraction of the theoretical maximum amount of product (1.0 means a 100% yield; for example, 0.34 means a 34% yield). (1) The reactants are [C-:1]#[N:2].[Na+].[NH2:4][C:5]1[CH:10]=[CH:9][C:8]([CH3:11])=[CH:7][CH:6]=1.[C:12]1(=O)[CH2:15][CH2:14][CH2:13]1.C(OCC)(=O)C. The catalyst is C(O)(=O)C. The product is [CH3:11][C:8]1[CH:9]=[CH:10][C:5]([NH:4][C:12]2([C:1]#[N:2])[CH2:15][CH2:14][CH2:13]2)=[CH:6][CH:7]=1. The yield is 0.920. (2) The reactants are C[O:2][C:3]1[CH:4]=[C:5]2[C:39](=[CH:40][CH:41]=1)[C:38]1[C:12](=[CH:13][C:14]3[C:18]4[CH:19]=[C:20]5[C:33](=[CH:34][C:17]=4[S:16][C:15]=3[CH:37]=1)[C:32]1[C:27](=[CH:28][C:29]([O:35]C)=[CH:30][CH:31]=1)[C:26]1[C:21]5=[CH:22][CH:23]=[CH:24][CH:25]=1)[C:11]1[C:6]2=[CH:7][CH:8]=[CH:9][CH:10]=1.Cl.N1C=CC=CC=1. No catalyst specified. The product is [CH:22]1[CH:23]=[CH:24][CH:25]=[C:26]2[C:21]=1[C:20]1[C:33]([C:32]3[C:27]2=[CH:28][C:29]([OH:35])=[CH:30][CH:31]=3)=[CH:34][C:17]2[S:16][C:15]3[CH:37]=[C:38]4[C:12]([C:11]5[C:6]([C:5]6[C:39]4=[CH:40][CH:41]=[C:3]([OH:2])[CH:4]=6)=[CH:7][CH:8]=[CH:9][CH:10]=5)=[CH:13][C:14]=3[C:18]=2[CH:19]=1. The yield is 0.880. (3) The reactants are [CH2:1]([C@@H:5]1[NH:10][CH2:9][C@H:8]([CH2:11][CH:12]([CH3:14])[CH3:13])[NH:7][C:6]1=[O:15])[CH:2]([CH3:4])[CH3:3].[Cl:16][C:17]1[CH:22]=[CH:21][C:20]([C:23]#[C:24][C:25](O)=[O:26])=[C:19]([F:28])[CH:18]=1.C(C1N(C(=O)C#CC2C=CC=CC=2)CC(CC(C)C)NC1=O)C(C)C. The yield is 0.404. No catalyst specified. The product is [Cl:16][C:17]1[CH:22]=[CH:21][C:20]([C:23]#[C:24][C:25]([N:10]2[CH2:9][CH:8]([CH2:11][CH:12]([CH3:14])[CH3:13])[NH:7][C:6](=[O:15])[CH:5]2[CH2:1][CH:2]([CH3:4])[CH3:3])=[O:26])=[C:19]([F:28])[CH:18]=1. (4) The reactants are [OH:1][CH:2]([C:7]1[CH:16]=[CH:15][C:10]([C:11]([O:13][CH3:14])=[O:12])=[CH:9][N:8]=1)[CH2:3][CH:4]([CH3:6])[CH3:5]. The catalyst is ClCCl.[O-2].[O-2].[Mn+4]. The product is [CH3:5][CH:4]([CH3:6])[CH2:3][C:2]([C:7]1[CH:16]=[CH:15][C:10]([C:11]([O:13][CH3:14])=[O:12])=[CH:9][N:8]=1)=[O:1]. The yield is 0.960. (5) The reactants are [NH:1]1[CH2:6][CH2:5][O:4][CH2:3][CH2:2]1.Cl[CH2:8][Si:9]([O:16][CH2:17][CH3:18])([O:13][CH2:14][CH3:15])[O:10][CH2:11][CH3:12].C(N)CN. No catalyst specified. The yield is 0.680. The product is [CH2:14]([O:13][Si:9]([CH2:8][N:1]1[CH2:6][CH2:5][O:4][CH2:3][CH2:2]1)([O:16][CH2:17][CH3:18])[O:10][CH2:11][CH3:12])[CH3:15]. (6) The yield is 0.780. The reactants are ClC1C=CN=C2C=C(C(N(CCO)C)=O)SC=12.[Si](Cl)(C(C)(C)C)(C)C.CCN(CC)CC.[Cl:33][C:34]1[CH:39]=[CH:38][N:37]=[C:36]2[CH:40]=[C:41]([C:43]([N:45]3[CH2:49]CC[C@H:46]3[CH2:50][O:51][Si:52]([C:55]([CH3:58])([CH3:57])[CH3:56])([CH3:54])[CH3:53])=[O:44])[S:42][C:35]=12. No catalyst specified. The product is [Si:52]([O:51][CH2:50][CH2:46][N:45]([CH3:49])[C:43]([C:41]1[S:42][C:35]2[C:36](=[N:37][CH:38]=[CH:39][C:34]=2[Cl:33])[CH:40]=1)=[O:44])([C:55]([CH3:58])([CH3:57])[CH3:56])([CH3:54])[CH3:53]. (7) The reactants are [C:1]1([C:7]2[S:15][C:14]3[C:13]([NH:16][C:17]4[CH:18]=[C:19]5[C:23](=[CH:24][CH:25]=4)[NH:22][CH:21]=[C:20]5[CH:26]=O)=[N:12][CH:11]=[N:10][C:9]=3[CH:8]=2)[CH:6]=[CH:5][CH:4]=[CH:3][CH:2]=1.C([BH3-])#N.[Na+].[Cl-].[NH4+].Cl. The catalyst is C(Cl)Cl.[I-].[Zn+2].[I-]. The product is [CH3:26][C:20]1[C:19]2[C:23](=[CH:24][CH:25]=[C:17]([NH:16][C:13]3[C:14]4[S:15][C:7]([C:1]5[CH:2]=[CH:3][CH:4]=[CH:5][CH:6]=5)=[CH:8][C:9]=4[N:10]=[CH:11][N:12]=3)[CH:18]=2)[NH:22][CH:21]=1. The yield is 0.310. (8) The reactants are [CH2:1]([C:5]1[N:6]=[C:7]([CH3:27])[NH:8][C:9](=[O:26])[C:10]=1[CH2:11][C:12]1[CH:17]=[CH:16][C:15]([C:18]2[C:19]([C:24]#[N:25])=[CH:20][CH:21]=[CH:22][CH:23]=2)=[CH:14][CH:13]=1)[CH2:2][CH2:3][CH3:4].[H-].[Na+].Br[CH2:31][CH:32]([C:34]1[CH:39]=[CH:38][CH:37]=[CH:36][CH:35]=1)[CH3:33].[Cl-].O[NH3+:42].[C:43](=[O:46])([O-])[OH:44].[Na+]. The catalyst is C(OCC)(=O)C.CS(C)=O.CN(C)C=O. The product is [CH2:1]([C:5]1[N:6]=[C:7]([CH3:27])[N:8]([CH2:31][CH:32]([C:34]2[CH:39]=[CH:38][CH:37]=[CH:36][CH:35]=2)[CH3:33])[C:9](=[O:26])[C:10]=1[CH2:11][C:12]1[CH:17]=[CH:16][C:15]([C:18]2[CH:23]=[CH:22][CH:21]=[CH:20][C:19]=2[C:24]2[NH:42][C:43](=[O:46])[O:44][N:25]=2)=[CH:14][CH:13]=1)[CH2:2][CH2:3][CH3:4]. The yield is 0.0900.